This data is from Forward reaction prediction with 1.9M reactions from USPTO patents (1976-2016). The task is: Predict the product of the given reaction. (1) The product is: [OH:23][CH2:22][CH2:21][CH2:20][CH2:19][NH:1][C:2]1[CH:3]=[CH:4][C:5]([C:8]2[CH:13]=[CH:12][C:11]([C:14]#[N:15])=[CH:10][CH:9]=2)=[CH:6][CH:7]=1. Given the reactants [NH2:1][C:2]1[CH:7]=[CH:6][C:5]([C:8]2[CH:13]=[CH:12][C:11]([C:14]#[N:15])=[CH:10][CH:9]=2)=[CH:4][CH:3]=1.[H-].[Na+].Br[CH2:19][CH2:20][CH2:21][CH2:22][OH:23], predict the reaction product. (2) Given the reactants [O:1]=[S:2]1(=[O:17])[CH2:6][CH2:5][CH2:4][N:3]1[CH2:7][C:8]1[CH:16]=[CH:15][C:11]([C:12]([OH:14])=O)=[CH:10][CH:9]=1.Cl.[NH:19]1[CH2:24][CH2:23][CH:22]([C:25]([C:27]2[CH:32]=[CH:31][C:30]([CH3:33])=[CH:29][CH:28]=2)=[O:26])[CH2:21][CH2:20]1, predict the reaction product. The product is: [O:17]=[S:2]1(=[O:1])[CH2:6][CH2:5][CH2:4][N:3]1[CH2:7][C:8]1[CH:9]=[CH:10][C:11]([C:12]([N:19]2[CH2:24][CH2:23][CH:22]([C:25](=[O:26])[C:27]3[CH:28]=[CH:29][C:30]([CH3:33])=[CH:31][CH:32]=3)[CH2:21][CH2:20]2)=[O:14])=[CH:15][CH:16]=1.